From a dataset of Ames mutagenicity test results for genotoxicity prediction. Regression/Classification. Given a drug SMILES string, predict its toxicity properties. Task type varies by dataset: regression for continuous values (e.g., LD50, hERG inhibition percentage) or binary classification for toxic/non-toxic outcomes (e.g., AMES mutagenicity, cardiotoxicity, hepatotoxicity). Dataset: ames. (1) The drug is COCc1c(O)cc2c(c1O)C(=O)c1ccccc1C2=O. The result is 1 (mutagenic). (2) The compound is CC(C)NC[C@@H]1CCc2cc(CO)c([N+](=O)[O-])cc2N1. The result is 1 (mutagenic). (3) The molecule is COc1cccc(/C=C/c2ccc(N)cc2)c1. The result is 1 (mutagenic). (4) The compound is O=C(O)c1cc2c(c3c1c([N+](=O)[O-])cc1ccccc13)OCO2. The result is 1 (mutagenic). (5) The compound is C[C@H](I)[C@@H]1OC[C@@H](CO)O1. The result is 1 (mutagenic). (6) The compound is O=C1C(=O)C(c2ccc(O)cc2)Oc2cc(O)cc(O)c21. The result is 1 (mutagenic). (7) The compound is CN(C)CCCNc1c2ccccc2nc2c(Cl)ccc([N+](=O)[O-])c12. The result is 1 (mutagenic).